From a dataset of Forward reaction prediction with 1.9M reactions from USPTO patents (1976-2016). Predict the product of the given reaction. (1) The product is: [CH2:14]([N:21]1[CH2:26][CH2:25][C:24]([C:2]2[CH:7]=[CH:6][C:5]([Br:8])=[CH:4][CH:3]=2)([OH:27])[C:23]([CH3:29])([CH3:28])[CH2:22]1)[C:15]1[CH:16]=[CH:17][CH:18]=[CH:19][CH:20]=1. Given the reactants Br[C:2]1[CH:7]=[CH:6][C:5]([Br:8])=[CH:4][CH:3]=1.[Li]CCCC.[CH2:14]([N:21]1[CH2:26][CH2:25][C:24](=[O:27])[C:23]([CH3:29])([CH3:28])[CH2:22]1)[C:15]1[CH:20]=[CH:19][CH:18]=[CH:17][CH:16]=1, predict the reaction product. (2) Given the reactants OO.NC(N)=[O:5].[N:7]1[CH:12]=[CH:11][C:10]([C:13]([O:15][CH2:16][CH3:17])=[O:14])=[C:9]([C:18]([O:20][CH2:21][CH3:22])=[O:19])[CH:8]=1.FC(F)(F)C(OC(=O)C(F)(F)F)=O, predict the reaction product. The product is: [N+:7]1([O-:5])[CH:12]=[CH:11][C:10]([C:13]([O:15][CH2:16][CH3:17])=[O:14])=[C:9]([C:18]([O:20][CH2:21][CH3:22])=[O:19])[CH:8]=1. (3) The product is: [C:32]1([O:38][C:39](=[O:40])[NH:1][C:2]2[CH:7]=[C:6]([O:8][C:9]3[CH:10]=[CH:11][C:12]([NH:15][C:16]([C:18]4[C:19](=[O:31])[N:20]([C:25]5[CH:26]=[CH:27][CH:28]=[CH:29][CH:30]=5)[N:21]([CH3:24])[C:22]=4[CH3:23])=[O:17])=[CH:13][CH:14]=3)[CH:5]=[CH:4][N:3]=2)[CH:37]=[CH:36][CH:35]=[CH:34][CH:33]=1. Given the reactants [NH2:1][C:2]1[CH:7]=[C:6]([O:8][C:9]2[CH:14]=[CH:13][C:12]([NH:15][C:16]([C:18]3[C:19](=[O:31])[N:20]([C:25]4[CH:30]=[CH:29][CH:28]=[CH:27][CH:26]=4)[N:21]([CH3:24])[C:22]=3[CH3:23])=[O:17])=[CH:11][CH:10]=2)[CH:5]=[CH:4][N:3]=1.[C:32]1([O:38][C:39](Cl)=[O:40])[CH:37]=[CH:36][CH:35]=[CH:34][CH:33]=1, predict the reaction product.